Dataset: Forward reaction prediction with 1.9M reactions from USPTO patents (1976-2016). Task: Predict the product of the given reaction. (1) Given the reactants [Cl:1][C:2]1[CH:7]=[CH:6][C:5]([C:8]([OH:10])=[O:9])=[C:4]([NH:11][CH2:12][C:13]2[CH:18]=[CH:17][C:16]([O:19][CH3:20])=[C:15]([Cl:21])[CH:14]=2)[N:3]=1.[C:22](Cl)(=O)[C:23](Cl)=O.C(Cl)Cl, predict the reaction product. The product is: [Cl:1][C:2]1[CH:7]=[CH:6][C:5]([C:8]([O:10][CH2:22][CH3:23])=[O:9])=[C:4]([NH:11][CH2:12][C:13]2[CH:18]=[CH:17][C:16]([O:19][CH3:20])=[C:15]([Cl:21])[CH:14]=2)[N:3]=1. (2) Given the reactants [C:1]([SiH2:5][O:6][C:7]([CH3:29])([CH3:28])[C:8]1[N:9]=[C:10]([C:13]2[CH:18]=[CH:17][C:16]([N:19]3[CH2:23][C@H:22]([CH2:24][OH:25])[O:21][C:20]3=[O:26])=[CH:15][C:14]=2[F:27])[O:11][CH:12]=1)([CH3:4])([CH3:3])[CH3:2].C(N(C(C)C)CC)(C)C.[CH3:39][S:40](Cl)(=[O:42])=[O:41], predict the reaction product. The product is: [CH3:39][S:40]([O:25][CH2:24][CH:22]1[O:21][C:20](=[O:26])[N:19]([C:16]2[CH:17]=[CH:18][C:13]([C:10]3[O:11][CH:12]=[C:8]([C:7]([CH3:29])([CH3:28])[O:6][SiH2:5][C:1]([CH3:4])([CH3:2])[CH3:3])[N:9]=3)=[C:14]([F:27])[CH:15]=2)[CH2:23]1)(=[O:42])=[O:41]. (3) Given the reactants [C:1]([Si:5]([CH3:25])([CH3:24])[O:6][CH:7]([CH2:16][C:17]1[CH:22]=[CH:21][CH:20]=[C:19]([F:23])[CH:18]=1)[CH2:8][CH2:9][CH:10]1[NH:14][C:13](=[O:15])[CH2:12][CH2:11]1)([CH3:4])([CH3:3])[CH3:2].C[Si]([N-][Si](C)(C)C)(C)C.[Na+].Br[CH2:37][CH2:38][CH2:39][CH2:40][CH2:41][CH2:42][C:43]#[N:44], predict the reaction product. The product is: [C:1]([Si:5]([CH3:25])([CH3:24])[O:6][CH:7]([CH2:16][C:17]1[CH:22]=[CH:21][CH:20]=[C:19]([F:23])[CH:18]=1)[CH2:8][CH2:9][CH:10]1[CH2:11][CH2:12][C:13](=[O:15])[N:14]1[CH2:37][CH2:38][CH2:39][CH2:40][CH2:41][CH2:42][C:43]#[N:44])([CH3:4])([CH3:3])[CH3:2]. (4) Given the reactants [Cl:1][C:2]1[CH:12]=[C:11]([NH:13][CH:14]2[CH2:17]C[CH2:15]2)[C:5]([C:6](OCC)=[O:7])=[CH:4][N:3]=1.O.[NH2:19][NH2:20], predict the reaction product. The product is: [Cl:1][C:2]1[CH:12]=[C:11]([NH:13][CH:14]([CH3:17])[CH3:15])[C:5]([C:6]([NH:19][NH2:20])=[O:7])=[CH:4][N:3]=1.